Dataset: Reaction yield outcomes from USPTO patents with 853,638 reactions. Task: Predict the reaction yield, written as a fraction of the theoretical maximum amount of product (1.0 means a 100% yield; for example, 0.34 means a 34% yield). (1) The reactants are I[C:2]1[C:3]([CH:13]([CH3:15])[CH3:14])=[CH:4][C:5]([CH3:12])=[C:6]([CH:11]=1)[C:7]([O:9][CH3:10])=[O:8].[CH3:16][N:17](C=O)C. The catalyst is [C-]#N.[Zn+2].[C-]#N.C1C=CC([P]([Pd]([P](C2C=CC=CC=2)(C2C=CC=CC=2)C2C=CC=CC=2)([P](C2C=CC=CC=2)(C2C=CC=CC=2)C2C=CC=CC=2)[P](C2C=CC=CC=2)(C2C=CC=CC=2)C2C=CC=CC=2)(C2C=CC=CC=2)C2C=CC=CC=2)=CC=1. The product is [C:16]([C:2]1[C:3]([CH:13]([CH3:15])[CH3:14])=[CH:4][C:5]([CH3:12])=[C:6]([CH:11]=1)[C:7]([O:9][CH3:10])=[O:8])#[N:17]. The yield is 0.830. (2) The reactants are I[C:2]1[CH:3]=[CH:4][C:5]2[N:6]([CH:8]=[CH:9][N:10]=2)[CH:7]=1.[NH:11]1[CH2:16][CH2:15][O:14][CH2:13][CH2:12]1.C1(P(C2CCCCC2)C2C=CC=CC=2C2C=CC=CC=2N(C)C)CCCCC1.CC(C)([O-])C.[Na+]. The catalyst is C1C=CC(/C=C/C(/C=C/C2C=CC=CC=2)=O)=CC=1.C1C=CC(/C=C/C(/C=C/C2C=CC=CC=2)=O)=CC=1.C1C=CC(/C=C/C(/C=C/C2C=CC=CC=2)=O)=CC=1.[Pd].[Pd].C(Cl)(Cl)Cl.C1(C)C=CC=CC=1. The product is [N:11]1([C:2]2[CH:3]=[CH:4][C:5]3[N:6]([CH:8]=[CH:9][N:10]=3)[CH:7]=2)[CH2:16][CH2:15][O:14][CH2:13][CH2:12]1. The yield is 0.390. (3) The reactants are [Cl:1][C:2]1[C:3]2[CH:10]=[CH:9][NH:8][C:4]=2[N:5]=[CH:6][N:7]=1.[CH:11](OCC)([O:15][CH2:16][CH3:17])[O:12][CH2:13][CH3:14]. No catalyst specified. The product is [Cl:1][C:2]1[C:3]2[CH:10]=[CH:9][N:8]([CH:11]([O:15][CH2:16][CH3:17])[O:12][CH2:13][CH3:14])[C:4]=2[N:5]=[CH:6][N:7]=1. The yield is 0.940. (4) The reactants are C[O:2][C:3]1[CH:8]=[C:7]([O:9]C)[N:6]=[C:5]([N:11]2[CH2:16][CH2:15][O:14][CH2:13][C@@H:12]2[CH3:17])[N:4]=1.[I-].[Na+].[Si](Cl)(C)(C)C.S(=O)(=O)(O)[O-].[Na+]. The catalyst is C(#N)C.O. The product is [CH3:17][C@H:12]1[CH2:13][O:14][CH2:15][CH2:16][N:11]1[C:5]1[N:4]=[C:3]([OH:2])[CH:8]=[C:7]([OH:9])[N:6]=1. The yield is 0.680.